This data is from NCI-60 drug combinations with 297,098 pairs across 59 cell lines. The task is: Regression. Given two drug SMILES strings and cell line genomic features, predict the synergy score measuring deviation from expected non-interaction effect. (1) Drug 1: C1=NC2=C(N1)C(=S)N=CN2. Drug 2: CC1C(C(CC(O1)OC2CC(CC3=C2C(=C4C(=C3O)C(=O)C5=C(C4=O)C(=CC=C5)OC)O)(C(=O)CO)O)N)O.Cl. Cell line: MOLT-4. Synergy scores: CSS=50.3, Synergy_ZIP=-10.2, Synergy_Bliss=-12.7, Synergy_Loewe=-24.5, Synergy_HSA=-8.59. (2) Drug 1: C1=CN(C(=O)N=C1N)C2C(C(C(O2)CO)O)O.Cl. Drug 2: CC(C)NC(=O)C1=CC=C(C=C1)CNNC.Cl. Cell line: IGROV1. Synergy scores: CSS=10.2, Synergy_ZIP=-2.42, Synergy_Bliss=1.51, Synergy_Loewe=-5.04, Synergy_HSA=1.82. (3) Synergy scores: CSS=54.7, Synergy_ZIP=13.3, Synergy_Bliss=14.4, Synergy_Loewe=-6.06, Synergy_HSA=15.4. Drug 2: CC1C(C(CC(O1)OC2CC(CC3=C2C(=C4C(=C3O)C(=O)C5=CC=CC=C5C4=O)O)(C(=O)C)O)N)O. Drug 1: CC12CCC3C(C1CCC2OP(=O)(O)O)CCC4=C3C=CC(=C4)OC(=O)N(CCCl)CCCl.[Na+]. Cell line: SNB-19. (4) Drug 1: CCC1=C2CN3C(=CC4=C(C3=O)COC(=O)C4(CC)O)C2=NC5=C1C=C(C=C5)O. Drug 2: CC1=C(C(=O)C2=C(C1=O)N3CC4C(C3(C2COC(=O)N)OC)N4)N. Cell line: EKVX. Synergy scores: CSS=14.0, Synergy_ZIP=-5.71, Synergy_Bliss=-2.13, Synergy_Loewe=-0.0560, Synergy_HSA=0.550. (5) Drug 1: C1CC(C1)(C(=O)O)C(=O)O.[NH2-].[NH2-].[Pt+2]. Drug 2: C1CCC(C(C1)N)N.C(=O)(C(=O)[O-])[O-].[Pt+4]. Cell line: NCI-H460. Synergy scores: CSS=51.6, Synergy_ZIP=-1.67, Synergy_Bliss=-1.86, Synergy_Loewe=-2.73, Synergy_HSA=0.110. (6) Drug 1: CCC1=C2CN3C(=CC4=C(C3=O)COC(=O)C4(CC)O)C2=NC5=C1C=C(C=C5)O. Drug 2: COCCOC1=C(C=C2C(=C1)C(=NC=N2)NC3=CC=CC(=C3)C#C)OCCOC.Cl. Cell line: SF-295. Synergy scores: CSS=37.2, Synergy_ZIP=6.40, Synergy_Bliss=6.99, Synergy_Loewe=7.29, Synergy_HSA=7.40. (7) Drug 1: CC12CCC3C(C1CCC2=O)CC(=C)C4=CC(=O)C=CC34C. Drug 2: CCC1=CC2CC(C3=C(CN(C2)C1)C4=CC=CC=C4N3)(C5=C(C=C6C(=C5)C78CCN9C7C(C=CC9)(C(C(C8N6C)(C(=O)OC)O)OC(=O)C)CC)OC)C(=O)OC.C(C(C(=O)O)O)(C(=O)O)O. Cell line: NCIH23. Synergy scores: CSS=45.4, Synergy_ZIP=0.0334, Synergy_Bliss=-0.938, Synergy_Loewe=-5.40, Synergy_HSA=1.74. (8) Drug 1: CCCS(=O)(=O)NC1=C(C(=C(C=C1)F)C(=O)C2=CNC3=C2C=C(C=N3)C4=CC=C(C=C4)Cl)F. Drug 2: CCN(CC)CCCC(C)NC1=C2C=C(C=CC2=NC3=C1C=CC(=C3)Cl)OC. Cell line: PC-3. Synergy scores: CSS=24.7, Synergy_ZIP=11.7, Synergy_Bliss=9.62, Synergy_Loewe=4.27, Synergy_HSA=8.34. (9) Drug 1: CC1=C(N=C(N=C1N)C(CC(=O)N)NCC(C(=O)N)N)C(=O)NC(C(C2=CN=CN2)OC3C(C(C(C(O3)CO)O)O)OC4C(C(C(C(O4)CO)O)OC(=O)N)O)C(=O)NC(C)C(C(C)C(=O)NC(C(C)O)C(=O)NCCC5=NC(=CS5)C6=NC(=CS6)C(=O)NCCC[S+](C)C)O. Drug 2: C1=CC=C(C(=C1)C(C2=CC=C(C=C2)Cl)C(Cl)Cl)Cl. Cell line: SR. Synergy scores: CSS=59.9, Synergy_ZIP=5.55, Synergy_Bliss=6.92, Synergy_Loewe=-16.0, Synergy_HSA=-1.05.